This data is from Full USPTO retrosynthesis dataset with 1.9M reactions from patents (1976-2016). The task is: Predict the reactants needed to synthesize the given product. (1) Given the product [C:1]([O:5][C:6]([N:8]1[CH2:22][CH2:21][C:12]2=[C:13]([N:34]3[CH2:33][CH2:32][CH2:38][O:37][CH2:36][CH2:35]3)[N:14]3[C:18]([N:19]=[C:11]2[CH2:10][CH2:9]1)=[CH:17][CH:16]=[N:15]3)=[O:7])([CH3:4])([CH3:3])[CH3:2], predict the reactants needed to synthesize it. The reactants are: [C:1]([O:5][C:6]([N:8]1[CH2:22][CH2:21][C:12]2=[C:13](Cl)[N:14]3[C:18]([N:19]=[C:11]2[CH2:10][CH2:9]1)=[CH:17][CH:16]=[N:15]3)=[O:7])([CH3:4])([CH3:3])[CH3:2].CCN(C(C)C)C(C)C.[CH2:32]1[CH2:38][O:37][CH2:36][CH2:35][NH:34][CH2:33]1.Cl.O. (2) Given the product [C:38]([CH2:37][O:1][CH:2]1[CH:7]([C:8]2[CH:13]=[CH:12][C:11]([O:14][CH2:15][CH2:16][CH2:17][O:18][CH2:19][C:20]3[CH:25]=[CH:24][CH:23]=[CH:22][C:21]=3[O:26][CH3:27])=[CH:10][CH:9]=2)[CH2:6][CH2:5][N:4]([C:28]([O:30][C:31]([CH3:34])([CH3:33])[CH3:32])=[O:29])[CH2:3]1)([OH:40])=[O:39], predict the reactants needed to synthesize it. The reactants are: [OH:1][CH:2]1[CH:7]([C:8]2[CH:13]=[CH:12][C:11]([O:14][CH2:15][CH2:16][CH2:17][O:18][CH2:19][C:20]3[CH:25]=[CH:24][CH:23]=[CH:22][C:21]=3[O:26][CH3:27])=[CH:10][CH:9]=2)[CH2:6][CH2:5][N:4]([C:28]([O:30][C:31]([CH3:34])([CH3:33])[CH3:32])=[O:29])[CH2:3]1.[H-].[Na+].[CH2:37](Cl)[C:38]([OH:40])=[O:39].Cl. (3) Given the product [CH2:1]([O:3][C:4]([C:6]1[N:11]=[C:10]([C:28]2[O:29][CH:30]=[CH:31][CH:32]=2)[C:9]2[N:13]=[C:14]([C:16]3[CH:21]=[CH:20][CH:19]=[CH:18][CH:17]=3)[S:15][C:8]=2[C:7]=1[OH:22])=[O:5])[CH3:2], predict the reactants needed to synthesize it. The reactants are: [CH2:1]([O:3][C:4]([C:6]1[N:11]=[C:10](Br)[C:9]2[N:13]=[C:14]([C:16]3[CH:21]=[CH:20][CH:19]=[CH:18][CH:17]=3)[S:15][C:8]=2[C:7]=1[OH:22])=[O:5])[CH3:2].C([Sn](CCCC)(CCCC)[C:28]1[O:29][CH:30]=[CH:31][CH:32]=1)CCC. (4) Given the product [OH:1][C:2]1[CH:3]=[C:4]([CH:7]=[C:8]([O:10][C:12]2[C:13](=[O:31])[N:14]([CH2:22][C:23]3[CH:24]=[CH:25][C:26]([O:29][CH3:30])=[CH:27][CH:28]=3)[CH:15]=[N:16][C:17]=2[C:18]([F:21])([F:20])[F:19])[CH:9]=1)[C:5]#[N:6], predict the reactants needed to synthesize it. The reactants are: [OH:1][C:2]1[CH:3]=[C:4]([CH:7]=[C:8]([OH:10])[CH:9]=1)[C:5]#[N:6].Br[C:12]1[C:13](=[O:31])[N:14]([CH2:22][C:23]2[CH:28]=[CH:27][C:26]([O:29][CH3:30])=[CH:25][CH:24]=2)[CH:15]=[N:16][C:17]=1[C:18]([F:21])([F:20])[F:19].C(=O)([O-])[O-].[K+].[K+]. (5) Given the product [Br:16][CH:9]([C:8]([C:5]1[CH:4]=[CH:3][C:2]([F:1])=[CH:7][CH:6]=1)=[O:15])[C:10]([O:12][CH2:13][CH3:14])=[O:11], predict the reactants needed to synthesize it. The reactants are: [F:1][C:2]1[CH:7]=[CH:6][C:5]([C:8](=[O:15])[CH2:9][C:10]([O:12][CH2:13][CH3:14])=[O:11])=[CH:4][CH:3]=1.[Br:16]N1C(=O)CCC1=O.C([O-])(=O)C.[NH4+]. (6) Given the product [Br:45][CH2:16][C:10]1[C:9]([F:18])=[C:8]([C:4]2[CH:5]=[CH:6][CH:7]=[C:2]([Cl:1])[CH:3]=2)[C:13]([O:14][CH3:15])=[CH:12][CH:11]=1, predict the reactants needed to synthesize it. The reactants are: [Cl:1][C:2]1[CH:3]=[C:4]([C:8]2[C:13]([O:14][CH3:15])=[CH:12][CH:11]=[C:10]([CH2:16]O)[C:9]=2[F:18])[CH:5]=[CH:6][CH:7]=1.C1C=CC(P(C2C=CC=CC=2)C2C=CC=CC=2)=CC=1.C1C(=O)N([Br:45])C(=O)C1. (7) Given the product [C:20]([NH:1][CH:2]([CH2:6][CH3:7])[C:3]([OH:5])=[O:4])(=[O:24])[CH2:21][CH2:22][CH3:23], predict the reactants needed to synthesize it. The reactants are: [NH2:1][CH:2]([CH2:6][CH3:7])[C:3]([OH:5])=[O:4].C(N(CC)CC)C.C[Si](Cl)(C)C.[C:20](Cl)(=[O:24])[CH2:21][CH2:22][CH3:23].[OH-].[Na+]. (8) Given the product [O:43]1[CH2:44][CH2:45][N:40]([C:37]2[N:36]=[CH:35][C:34]([C:2]3[CH:3]=[C:4]([CH:23]=[CH:24][CH:25]=3)[CH2:5][O:6][C:7]3[CH:12]=[CH:11][C:10]([C:13]4([CH2:17][C:18]([O:20][CH2:21][CH3:22])=[O:19])[CH2:16][O:15][CH2:14]4)=[CH:9][CH:8]=3)=[CH:39][N:38]=2)[CH2:41][CH2:42]1, predict the reactants needed to synthesize it. The reactants are: Br[C:2]1[CH:3]=[C:4]([CH:23]=[CH:24][CH:25]=1)[CH2:5][O:6][C:7]1[CH:12]=[CH:11][C:10]([C:13]2([CH2:17][C:18]([O:20][CH2:21][CH3:22])=[O:19])[CH2:16][O:15][CH2:14]2)=[CH:9][CH:8]=1.CC1(C)C(C)(C)OB([C:34]2[CH:35]=[N:36][C:37]([N:40]3[CH2:45][CH2:44][O:43][CH2:42][CH2:41]3)=[N:38][CH:39]=2)O1.C(=O)([O-])[O-].[K+].[K+]. (9) The reactants are: [ClH:1].[CH3:2][CH:3]1[CH2:8][N:7]2[C:9]([C:12]([F:15])([F:14])[F:13])=[N:10][N:11]=[C:6]2[CH:5]([CH3:16])[NH:4]1.CC(C)(OC([NH:23][C@H:24]([CH2:29][C:30]1[CH:35]=[C:34]([F:36])[CH:33]=[CH:32][C:31]=1[F:37])[CH2:25][C:26](O)=[O:27])=O)C. Given the product [ClH:1].[ClH:1].[NH2:23][C@H:24]([CH2:29][C:30]1[CH:35]=[C:34]([F:36])[CH:33]=[CH:32][C:31]=1[F:37])[CH2:25][C:26]([N:4]1[CH:3]([CH3:2])[CH2:8][N:7]2[C:9]([C:12]([F:15])([F:13])[F:14])=[N:10][N:11]=[C:6]2[CH:5]1[CH3:16])=[O:27], predict the reactants needed to synthesize it. (10) Given the product [CH3:19][O:20][C:21]1[N:22]=[CH:23][C:24]([C:2]2[CH:7]=[N:6][CH:5]=[C:4]([N:8]3[CH2:16][CH:15]4[CH2:17][N:11]5[CH2:12][CH:13]([CH2:18][CH:9]3[CH2:10]5)[CH2:14]4)[CH:3]=2)=[CH:25][CH:26]=1, predict the reactants needed to synthesize it. The reactants are: Br[C:2]1[CH:3]=[C:4]([N:8]2[CH2:16][CH:15]3[CH2:17][N:11]4[CH2:12][CH:13]([CH2:18][CH:9]2[CH2:10]4)[CH2:14]3)[CH:5]=[N:6][CH:7]=1.[CH3:19][O:20][C:21]1[CH:26]=[CH:25][C:24](B(O)O)=[CH:23][N:22]=1.